Dataset: Full USPTO retrosynthesis dataset with 1.9M reactions from patents (1976-2016). Task: Predict the reactants needed to synthesize the given product. (1) Given the product [ClH:33].[ClH:33].[CH3:1][N:2]1[CH2:3][CH2:4][N:5]([CH2:8][CH2:9][CH2:10][NH:11][C:12]2[CH:13]=[CH:14][C:15]([NH2:18])=[CH:16][CH:17]=2)[CH2:6][CH2:7]1, predict the reactants needed to synthesize it. The reactants are: [CH3:1][N:2]1[CH2:7][CH2:6][N:5]([CH2:8][CH2:9][CH2:10][NH:11][C:12]2[CH:17]=[CH:16][C:15]([N+:18]([O-])=O)=[CH:14][CH:13]=2)[CH2:4][CH2:3]1.C1(N)C(F)=C(F)C(F)=C(N)C=1F.[ClH:33].Cl. (2) Given the product [O:1]1[CH2:5][CH2:4][C:3]2=[C:6]([C:13]([OH:15])=[O:14])[C:7]3[O:8][CH2:9][CH2:10][C:11]=3[CH:12]=[C:2]12, predict the reactants needed to synthesize it. The reactants are: [O:1]1[CH2:5][CH2:4][C:3]2=[C:6]([CH:13]=[O:14])[C:7]3[O:8][CH2:9][CH2:10][C:11]=3[CH:12]=[C:2]12.[OH-:15].[Na+]. (3) Given the product [ClH:1].[ClH:1].[CH3:2][O:3][C:4]1[CH:5]=[C:6]2[C:10](=[CH:11][CH:12]=1)[NH:9][C:8](=[O:13])[C:7]12[CH2:15][CH:14]1[C:16]1[CH:24]=[C:23]2[C:19]([C:20]([C:25]3[CH:26]=[N:27][C:28]([N:31]4[CH2:32][CH2:33][N:34]([CH3:37])[CH2:35][CH2:36]4)=[CH:29][CH:30]=3)=[N:21][NH:22]2)=[CH:18][CH:17]=1, predict the reactants needed to synthesize it. The reactants are: [ClH:1].[CH3:2][O:3][C:4]1[CH:5]=[C:6]2[C:10](=[CH:11][CH:12]=1)[NH:9][C:8](=[O:13])[C@:7]12[CH2:15][C@H:14]1[C:16]1[CH:24]=[C:23]2[C:19]([C:20]([C:25]3[CH:26]=[N:27][C:28]([N:31]4[CH2:36][CH2:35][N:34]([CH3:37])[CH2:33][CH2:32]4)=[CH:29][CH:30]=3)=[N:21][NH:22]2)=[CH:18][CH:17]=1. (4) Given the product [F:27][C:25]1[CH:24]=[CH:23][C:22]([N+:28]([O-:30])=[O:29])=[C:21]([NH:9][C:5]2[CH:6]=[CH:7][CH:8]=[C:3]([O:2][CH3:1])[CH:4]=2)[CH:26]=1, predict the reactants needed to synthesize it. The reactants are: [CH3:1][O:2][C:3]1[CH:4]=[C:5]([NH2:9])[CH:6]=[CH:7][CH:8]=1.[Li+].C[Si]([N-][Si](C)(C)C)(C)C.F[C:21]1[CH:26]=[C:25]([F:27])[CH:24]=[CH:23][C:22]=1[N+:28]([O-:30])=[O:29].